Dataset: Catalyst prediction with 721,799 reactions and 888 catalyst types from USPTO. Task: Predict which catalyst facilitates the given reaction. (1) Reactant: [N:1]([CH2:4][CH2:5][C@H:6]([NH:14]C(=O)OC(C)(C)C)[CH2:7][C:8]1[CH:13]=[CH:12][CH:11]=[CH:10][CH:9]=1)=[N+:2]=[N-:3].[ClH:22]. Product: [ClH:22].[N:1]([CH2:4][CH2:5][C@H:6]([NH2:14])[CH2:7][C:8]1[CH:13]=[CH:12][CH:11]=[CH:10][CH:9]=1)=[N+:2]=[N-:3].[N:1]([CH2:4][CH2:5][C@H:6]([NH2:14])[CH2:7][C:8]1[CH:13]=[CH:12][CH:11]=[CH:10][CH:9]=1)=[N+:2]=[N-:3]. The catalyst class is: 12. (2) Reactant: [Br:1][CH2:2][CH2:3][CH2:4][CH2:5][CH2:6][O:7][CH2:8][CH2:9][CH2:10][CH2:11][CH2:12]O.C(Br)(Br)(Br)[Br:15].C1(P(C2C=CC=CC=2)C2C=CC=CC=2)C=CC=CC=1.CCCCCCC. Product: [Br:1][CH2:2][CH2:3][CH2:4][CH2:5][CH2:6][O:7][CH2:8][CH2:9][CH2:10][CH2:11][CH2:12][Br:15]. The catalyst class is: 1. (3) The catalyst class is: 9. Reactant: [C:1]([O:5][CH2:6][CH:7]([OH:23])[CH2:8][C:9]1([OH:22])[CH2:14][CH2:13][N:12]([C:15]([O:17][C:18]([CH3:21])([CH3:20])[CH3:19])=[O:16])[CH2:11][CH2:10]1)([CH3:4])([CH3:3])[CH3:2].[H-].[Na+].[CH2:26](Cl)[C:27]1[CH:32]=[CH:31][CH:30]=[CH:29][CH:28]=1. Product: [CH2:26]([O:23][CH:7]([CH2:6][O:5][C:1]([CH3:3])([CH3:2])[CH3:4])[CH2:8][C:9]1([OH:22])[CH2:10][CH2:11][N:12]([C:15]([O:17][C:18]([CH3:21])([CH3:20])[CH3:19])=[O:16])[CH2:13][CH2:14]1)[C:27]1[CH:32]=[CH:31][CH:30]=[CH:29][CH:28]=1. (4) Reactant: [CH2:1]([N:3]([CH2:16][CH2:17][O:18][CH3:19])[C:4]1[CH:11]=[CH:10][C:9]([C:12]([F:15])([F:14])[F:13])=[CH:8][C:5]=1[CH:6]=O)[CH3:2].[F:20][C:21]([F:35])([F:34])[C:22]1[CH:23]=[C:24]([CH:27]=[C:28]([C:30]([F:33])([F:32])[F:31])[CH:29]=1)[CH2:25][NH2:26].C(O)(=O)C.C(Cl)Cl. Product: [F:20][C:21]([F:34])([F:35])[C:22]1[CH:23]=[C:24]([CH:27]=[C:28]([C:30]([F:33])([F:31])[F:32])[CH:29]=1)[CH2:25][NH:26][CH2:6][C:5]1[CH:8]=[C:9]([C:12]([F:15])([F:14])[F:13])[CH:10]=[CH:11][C:4]=1[N:3]([CH2:1][CH3:2])[CH2:16][CH2:17][O:18][CH3:19]. The catalyst class is: 26. (5) Reactant: [CH3:1][O:2][C:3](=[O:30])/[CH:4]=[CH:5]/[C:6]1[CH:7]=[CH:8][C:9]2[O:26][C:13]3([CH2:18][CH2:17][N:16](C(OC(C)(C)C)=O)[CH2:15][CH2:14]3)[N:12]([CH3:27])[C:11](=[O:28])[C:10]=2[CH:29]=1.[ClH:31]. Product: [ClH:31].[CH3:1][O:2][C:3](=[O:30])/[CH:4]=[CH:5]/[C:6]1[CH:7]=[CH:8][C:9]2[O:26][C:13]3([CH2:18][CH2:17][NH:16][CH2:15][CH2:14]3)[N:12]([CH3:27])[C:11](=[O:28])[C:10]=2[CH:29]=1. The catalyst class is: 258. (6) Reactant: [CH3:1][O:2][C:3]1[CH:4]=[C:5]2[C:10](=[CH:11][C:12]=1[O:13][CH3:14])[N:9]=[CH:8][CH:7]=[C:6]2[O:15][C:16]1[CH:17]=[CH:18][C:19]([NH2:22])=[N:20][CH:21]=1.[C:23]1([N:29]=[C:30]=[O:31])[CH:28]=[CH:27][CH:26]=[CH:25][CH:24]=1.C(OCC)(=O)C.O. Product: [CH3:1][O:2][C:3]1[CH:4]=[C:5]2[C:10](=[CH:11][C:12]=1[O:13][CH3:14])[N:9]=[CH:8][CH:7]=[C:6]2[O:15][C:16]1[CH:17]=[CH:18][C:19]([NH:22][C:30]([NH:29][C:23]2[CH:28]=[CH:27][CH:26]=[CH:25][CH:24]=2)=[O:31])=[N:20][CH:21]=1. The catalyst class is: 405.